This data is from Catalyst prediction with 721,799 reactions and 888 catalyst types from USPTO. The task is: Predict which catalyst facilitates the given reaction. (1) Product: [Br:1][C:2]1[S:6][C:5]([C:7]2([OH:17])[CH2:8][CH2:9][C:10](=[O:11])[CH2:15][CH2:16]2)=[N:4][CH:3]=1. The catalyst class is: 49. Reactant: [Br:1][C:2]1[S:6][C:5]([C:7]2([OH:17])[CH2:16][CH2:15][C:10]3(OCC[O:11]3)[CH2:9][CH2:8]2)=[N:4][CH:3]=1.Cl.[OH-].[Na+]. (2) Reactant: [F:1][C:2]([F:23])([F:22])[C:3]([C:12]1[CH:17]=[CH:16][C:15]([OH:18])=[C:14]([CH2:19][CH2:20][CH3:21])[CH:13]=1)([O:8][CH2:9][O:10][CH3:11])[C:4]([F:7])([F:6])[F:5].C(=O)([O-])[O-].[K+].[K+].F[C:31]1[CH:32]=[CH:33][C:34]([N+:39]([O-:41])=[O:40])=[C:35]([CH:38]=1)[CH:36]=[O:37].O. Product: [F:1][C:2]([F:22])([F:23])[C:3]([C:12]1[CH:17]=[CH:16][C:15]([O:18][C:31]2[CH:32]=[CH:33][C:34]([N+:39]([O-:41])=[O:40])=[C:35]([CH:38]=2)[CH:36]=[O:37])=[C:14]([CH2:19][CH2:20][CH3:21])[CH:13]=1)([O:8][CH2:9][O:10][CH3:11])[C:4]([F:6])([F:5])[F:7]. The catalyst class is: 9. (3) Reactant: O=[C:2]([CH3:6])[C:3](=[S:5])[NH2:4].[Br:7][C:8]1[CH:9]=[C:10]2[C:20](=[CH:21][CH:22]=1)[O:19][C:13]1([CH2:18][CH2:17][CH2:16][O:15][CH2:14]1)[CH2:12][C:11]2=[NH:23]. The catalyst class is: 10. Product: [Br:7][C:8]1[CH:9]=[C:10]2[C:20](=[CH:21][CH:22]=1)[O:19][C:13]1([CH2:18][CH2:17][CH2:16][O:15][CH2:14]1)[CH2:12][C:11]12[NH:4][C:3](=[S:5])[C:2]([CH3:6])=[N:23]1. (4) Reactant: Cl[C:2]1[N:3]=[N:4][C:5]([N:8]2[CH:12]=[C:11]([C:13]#[C:14][C:15]3[CH:20]=[CH:19][CH:18]=[C:17]([Cl:21])[CH:16]=3)[N:10]=[C:9]2[CH3:22])=[CH:6][CH:7]=1.Cl.[CH3:24][NH:25][CH3:26].C(=O)([O-])[O-].[Cs+].[Cs+].O. Product: [Cl:21][C:17]1[CH:16]=[C:15]([C:14]#[C:13][C:11]2[N:10]=[C:9]([CH3:22])[N:8]([C:5]3[N:4]=[N:3][C:2]([N:25]([CH3:26])[CH3:24])=[CH:7][CH:6]=3)[CH:12]=2)[CH:20]=[CH:19][CH:18]=1. The catalyst class is: 9. (5) Reactant: CN(C=O)C.[N:6]1([CH2:12][CH2:13][NH:14][C:15]2[CH:20]=[CH:19][CH:18]=[C:17]([N+:21]([O-:23])=[O:22])[CH:16]=2)[CH2:11][CH2:10][O:9][CH2:8][CH2:7]1.[C:24](O[C:24]([O:26][C:27]([CH3:30])([CH3:29])[CH3:28])=[O:25])([O:26][C:27]([CH3:30])([CH3:29])[CH3:28])=[O:25]. Product: [C:27]([O:26][C:24](=[O:25])[N:14]([CH2:13][CH2:12][N:6]1[CH2:11][CH2:10][O:9][CH2:8][CH2:7]1)[C:15]1[CH:20]=[CH:19][CH:18]=[C:17]([N+:21]([O-:23])=[O:22])[CH:16]=1)([CH3:30])([CH3:29])[CH3:28]. The catalyst class is: 850.